This data is from NCI-60 drug combinations with 297,098 pairs across 59 cell lines. The task is: Regression. Given two drug SMILES strings and cell line genomic features, predict the synergy score measuring deviation from expected non-interaction effect. (1) Drug 1: CC1CCC2CC(C(=CC=CC=CC(CC(C(=O)C(C(C(=CC(C(=O)CC(OC(=O)C3CCCCN3C(=O)C(=O)C1(O2)O)C(C)CC4CCC(C(C4)OC)OCCO)C)C)O)OC)C)C)C)OC. Drug 2: CN(CC1=CN=C2C(=N1)C(=NC(=N2)N)N)C3=CC=C(C=C3)C(=O)NC(CCC(=O)O)C(=O)O. Cell line: RPMI-8226. Synergy scores: CSS=46.9, Synergy_ZIP=4.74, Synergy_Bliss=-1.27, Synergy_Loewe=-28.6, Synergy_HSA=-9.04. (2) Drug 1: COC1=CC(=CC(=C1O)OC)C2C3C(COC3=O)C(C4=CC5=C(C=C24)OCO5)OC6C(C(C7C(O6)COC(O7)C8=CC=CS8)O)O. Drug 2: CN(C(=O)NC(C=O)C(C(C(CO)O)O)O)N=O. Cell line: OVCAR-8. Synergy scores: CSS=21.7, Synergy_ZIP=-0.408, Synergy_Bliss=-0.676, Synergy_Loewe=-34.9, Synergy_HSA=-0.0673. (3) Drug 1: CN1C2=C(C=C(C=C2)N(CCCl)CCCl)N=C1CCCC(=O)O.Cl. Drug 2: COC1=C2C(=CC3=C1OC=C3)C=CC(=O)O2. Cell line: RPMI-8226. Synergy scores: CSS=4.39, Synergy_ZIP=4.90, Synergy_Bliss=6.51, Synergy_Loewe=3.15, Synergy_HSA=1.26. (4) Drug 1: C1CC(=O)NC(=O)C1N2CC3=C(C2=O)C=CC=C3N. Drug 2: C1CN(P(=O)(OC1)NCCCl)CCCl. Cell line: NCIH23. Synergy scores: CSS=6.25, Synergy_ZIP=1.27, Synergy_Bliss=1.85, Synergy_Loewe=2.62, Synergy_HSA=1.72. (5) Drug 1: CC(C)(C#N)C1=CC(=CC(=C1)CN2C=NC=N2)C(C)(C)C#N. Drug 2: C1CN(CCN1C(=O)CCBr)C(=O)CCBr. Cell line: NCI-H226. Synergy scores: CSS=-0.621, Synergy_ZIP=1.73, Synergy_Bliss=2.34, Synergy_Loewe=-6.53, Synergy_HSA=-6.64. (6) Drug 1: C1=NC2=C(N=C(N=C2N1C3C(C(C(O3)CO)O)O)F)N. Drug 2: COC1=C2C(=CC3=C1OC=C3)C=CC(=O)O2. Cell line: UACC62. Synergy scores: CSS=1.96, Synergy_ZIP=-1.20, Synergy_Bliss=-2.50, Synergy_Loewe=-1.70, Synergy_HSA=-1.63.